From a dataset of Full USPTO retrosynthesis dataset with 1.9M reactions from patents (1976-2016). Predict the reactants needed to synthesize the given product. Given the product [CH:1]1([C:4]2[N:5]=[C:6]([CH:14]=[O:15])[CH:7]=[C:8]([C:10]([F:13])([F:11])[F:12])[CH:9]=2)[CH2:3][CH2:2]1, predict the reactants needed to synthesize it. The reactants are: [CH:1]1([C:4]2[CH:9]=[C:8]([C:10]([F:13])([F:12])[F:11])[CH:7]=[C:6]([CH2:14][O:15]CC3(C4C=CC(F)=CC=4)CCN(C)CC3)[N:5]=2)[CH2:3][CH2:2]1.BrC1N=C(C=O)C=C(C(F)(F)F)C=1.